From a dataset of Reaction yield outcomes from USPTO patents with 853,638 reactions. Predict the reaction yield, written as a fraction of the theoretical maximum amount of product (1.0 means a 100% yield; for example, 0.34 means a 34% yield). (1) The reactants are [OH:1][C:2]1[CH:10]=[C:9]2[C:5]([C:6](=O)[C:7](=[O:17])[N:8]2[C:11]2[CH:16]=[CH:15][CH:14]=[CH:13][CH:12]=2)=[CH:4][CH:3]=1.[F:19][C:20]([F:29])([F:28])[C:21]1[CH:22]=[C:23]([CH:25]=[CH:26][CH:27]=1)[NH2:24]. The catalyst is C(Cl)Cl.C(O)(=O)C. The product is [OH:1][C:2]1[CH:10]=[C:9]2[C:5]([C:6](=[N:24][C:23]3[CH:25]=[CH:26][CH:27]=[C:21]([C:20]([F:19])([F:28])[F:29])[CH:22]=3)[C:7](=[O:17])[N:8]2[C:11]2[CH:16]=[CH:15][CH:14]=[CH:13][CH:12]=2)=[CH:4][CH:3]=1. The yield is 0.170. (2) The reactants are Cl[C:2]1[N:3]=[C:4]([N:18]2[CH2:23][CH2:22][C:21]([CH3:25])([OH:24])[CH2:20][CH2:19]2)[C:5]2[CH2:10][CH2:9][CH:8]([C:11]3[CH:16]=[CH:15][C:14]([F:17])=[CH:13][CH:12]=3)[C:6]=2[N:7]=1.[Cl:26][C:27]1[N:28]=[CH:29][N:30]([C:32]2[CH:38]=[CH:37][C:35]([NH2:36])=[CH:34][C:33]=2[O:39][CH3:40])[CH:31]=1. No catalyst specified. The product is [Cl:26][C:27]1[N:28]=[CH:29][N:30]([C:32]2[CH:38]=[CH:37][C:35]([NH:36][C:2]3[N:3]=[C:4]([N:18]4[CH2:23][CH2:22][C:21]([CH3:25])([OH:24])[CH2:20][CH2:19]4)[C:5]4[CH2:10][CH2:9][CH:8]([C:11]5[CH:16]=[CH:15][C:14]([F:17])=[CH:13][CH:12]=5)[C:6]=4[N:7]=3)=[CH:34][C:33]=2[O:39][CH3:40])[CH:31]=1. The yield is 0.157. (3) The reactants are Cl[C:2]1[N:6]([CH3:7])[C:5]2[C:8]([CH:13]([CH2:16][CH3:17])[CH2:14][CH3:15])=[CH:9][CH:10]=[C:11]([Cl:12])[C:4]=2[N:3]=1.[Cl:18][C:19]1[CH:24]=[C:23]([Cl:25])[CH:22]=[C:21]([CH2:26][N:27]2[CH2:31][CH2:30][CH2:29][CH2:28]2)[C:20]=1[OH:32].C(=O)([O-])[O-].[K+].[K+].CN(C)C=O. The catalyst is O. The product is [Cl:12][C:11]1[C:4]2[N:3]=[C:2]([O:32][C:20]3[C:21]([CH2:26][N:27]4[CH2:28][CH2:29][CH2:30][CH2:31]4)=[CH:22][C:23]([Cl:25])=[CH:24][C:19]=3[Cl:18])[N:6]([CH3:7])[C:5]=2[C:8]([CH:13]([CH2:16][CH3:17])[CH2:14][CH3:15])=[CH:9][CH:10]=1. The yield is 0.130.